Dataset: Choline transporter screen with 302,306 compounds. Task: Binary Classification. Given a drug SMILES string, predict its activity (active/inactive) in a high-throughput screening assay against a specified biological target. (1) The drug is s1c(NC(=O)C(C(F)(F)F)(C(F)(F)F)C)nnc1SCC. The result is 1 (active). (2) The molecule is Oc1n(c2c(cccc2)C)c(=O)[nH]c(=O)c1C(c1c(O)n(c2c(cccc2)C)c(=O)[nH]c1=O)c1ccncc1. The result is 0 (inactive). (3) The drug is S=C(N1CCN(CC1)c1ccccc1)c1ccc(C(C)(C)C)cc1. The result is 0 (inactive). (4) The molecule is O=C1N2C(C(c3c1cccc3)C(=O)NCCN(CCC)CCC)c1c(CC2)cccc1. The result is 0 (inactive). (5) The molecule is O1c2c(OCC1)ccc(c2)C(=O)NCC(=O)NNC1=c2c(=NC1=O)cccc2. The result is 0 (inactive). (6) The compound is S=C(N(NC(=S)Nc1ccc(OC(F)F)cc1)C)Nc1ccc(OC(F)F)cc1. The result is 0 (inactive). (7) The compound is S(=O)(=O)(N)c1ccc(CCNC(=O)COc2cc3oc(=O)c4c(CCC4)c3cc2)cc1. The result is 0 (inactive).